This data is from Reaction yield outcomes from USPTO patents with 853,638 reactions. The task is: Predict the reaction yield, written as a fraction of the theoretical maximum amount of product (1.0 means a 100% yield; for example, 0.34 means a 34% yield). (1) The reactants are Cl.[CH2:2]([O:9][C:10]1[CH:15]=[CH:14][C:13]([NH:16][C:17]2[C:26]3[C:21](=[CH:22][C:23]([F:28])=[C:24](I)[CH:25]=3)[N:20]=[CH:19][N:18]=2)=[CH:12][CH:11]=1)[C:3]1[CH:8]=[CH:7][CH:6]=[CH:5][CH:4]=1.[O:29]1[CH2:33][CH2:32][O:31][CH:30]1[C:34]1[O:38][C:37]([Sn](CCCC)(CCCC)CCCC)=[CH:36][CH:35]=1.C(N(C(C)C)CC)(C)C. The catalyst is CN(C=O)C. The product is [CH2:2]([O:9][C:10]1[CH:15]=[CH:14][C:13]([NH:16][C:17]2[C:26]3[C:21](=[CH:22][C:23]([F:28])=[C:24]([C:37]4[O:38][C:34]([CH:30]5[O:31][CH2:32][CH2:33][O:29]5)=[CH:35][CH:36]=4)[CH:25]=3)[N:20]=[CH:19][N:18]=2)=[CH:12][CH:11]=1)[C:3]1[CH:8]=[CH:7][CH:6]=[CH:5][CH:4]=1. The yield is 0.590. (2) The yield is 0.360. The product is [CH2:14]([C:15]1[CH:7]=[CH:6][C:5]([CH:4]=[O:8])=[CH:18][CH:16]=1)[CH:13]=[CH2:12]. The reactants are C(O[CH:4]([O:8]CC)[CH2:5][CH:6]=[CH2:7])C.N1[CH:15]=[CH:14][CH:13]=[CH:12]1.[C:16](O)([C:18](F)(F)F)=O. No catalyst specified. (3) The reactants are [CH3:1][CH:2]1[NH:7][CH2:6][CH2:5][N:4]([C:8]([O:10][C:11]([CH3:14])([CH3:13])[CH3:12])=[O:9])[CH2:3]1.[C:15]1([C:21]2[CH:28]=[CH:27][C:24]([CH:25]=O)=[CH:23][CH:22]=2)[CH:20]=[CH:19][CH:18]=[CH:17][CH:16]=1.C(O[BH-](OC(=O)C)OC(=O)C)(=O)C.[Na+]. The catalyst is ClCCCl. The product is [CH3:1][CH:2]1[N:7]([CH2:25][C:24]2[CH:27]=[CH:28][C:21]([C:15]3[CH:16]=[CH:17][CH:18]=[CH:19][CH:20]=3)=[CH:22][CH:23]=2)[CH2:6][CH2:5][N:4]([C:8]([O:10][C:11]([CH3:13])([CH3:12])[CH3:14])=[O:9])[CH2:3]1. The yield is 0.930. (4) The reactants are [S:1]1[CH:5]=[CH:4][N:3]=[C:2]1[CH:6]([CH3:12])[C:7]([O:9]CC)=[O:8].[OH-].[Na+]. The catalyst is CO. The product is [S:1]1[CH:5]=[CH:4][N:3]=[C:2]1[CH:6]([CH3:12])[C:7]([OH:9])=[O:8]. The yield is 0.710.